Dataset: Catalyst prediction with 721,799 reactions and 888 catalyst types from USPTO. Task: Predict which catalyst facilitates the given reaction. (1) Reactant: C([O:3][C:4](=[O:21])[CH2:5][CH2:6][CH2:7][CH2:8][CH2:9][CH2:10][CH2:11][CH:12]=[CH:13][C:14]1[CH:19]=[CH:18][CH:17]=[CH:16][C:15]=1[F:20])C.[OH-].[Li+]. Product: [F:20][C:15]1[CH:16]=[CH:17][CH:18]=[CH:19][C:14]=1[CH:13]=[CH:12][CH2:11][CH2:10][CH2:9][CH2:8][CH2:7][CH2:6][CH2:5][C:4]([OH:21])=[O:3]. The catalyst class is: 7. (2) Reactant: [CH:1]1([CH2:4][C:5]2([CH:15]=[N:16][S:17]([C:19]([CH3:22])([CH3:21])[CH3:20])=[O:18])[CH2:14][CH2:13][C:8]3([O:12][CH2:11][CH2:10][O:9]3)[CH2:7][CH2:6]2)[CH2:3][CH2:2]1.[F-].C[N+](C)(C)C.[F:29][C:30]([Si](C)(C)C)([F:32])[F:31]. Product: [CH:1]1([CH2:4][C:5]2([CH:15]([NH:16][S:17]([C:19]([CH3:22])([CH3:21])[CH3:20])=[O:18])[C:30]([F:32])([F:31])[F:29])[CH2:14][CH2:13][C:8]3([O:12][CH2:11][CH2:10][O:9]3)[CH2:7][CH2:6]2)[CH2:3][CH2:2]1. The catalyst class is: 7. (3) Reactant: [Cl:1][C:2]1[N:6]=[CH:5][N:4]([C:7]2[CH:13]=[CH:12][C:10]([NH2:11])=[CH:9][C:8]=2[O:14][CH3:15])[N:3]=1.[C:16](N1C=CC=CC1=O)(N1C=CC=CC1=O)=[S:17]. Product: [Cl:1][C:2]1[N:6]=[CH:5][N:4]([C:7]2[CH:13]=[CH:12][C:10]([N:11]=[C:16]=[S:17])=[CH:9][C:8]=2[O:14][CH3:15])[N:3]=1. The catalyst class is: 4.